Dataset: Experimentally validated miRNA-target interactions with 360,000+ pairs, plus equal number of negative samples. Task: Binary Classification. Given a miRNA mature sequence and a target amino acid sequence, predict their likelihood of interaction. (1) The miRNA is mmu-miR-1955-3p with sequence GAGCAUUGCAUGCUGGGACAU. The protein sequence of the target gene is MTSVAKVYYSQTTQTESRPLVAPGIRRRRVLTKDGRSNVRMEHIADKRFLYLKDLWTTFIDMQWRYKLLLFSATFAGTWFLFGVVWYLVAVAHGDLLELGPPANHTPCVVQVHTLTGAFLFSLESQTTIGYGFRYISEECPLAIVLLIAQLVLTTILEIFITGTFLAKIARPKKRAETIRFSQHAVVASHNGKPCLMIRVANMRKSLLIGCQVTGKLLQTHQTKEGENIRLNQVNVTFQVDTASDSPFLILPLTFYHVVDETSPLKDLPLRSGEGDFELVLILSGTVESTSATCQVRTSY.... Result: 1 (interaction). (2) The miRNA is mmu-miR-151-3p with sequence CUAGACUGAGGCUCCUUGAGG. The protein sequence of the target gene is MTESTQLQTAENNNAGVVKMEPPPPATSSVSVSAAAAAHALSSLSSLTMAATGSALSPATPPPSLNLSHQQQQHQQHYALKWNDFQSSILSSFRHLRDEEDFVDVTLACDERSFTAHKVVLSACSPYFRRLLKANPCEHPIVILRDVRCDDVENLLSFMYNGEVNVSHEQLPDFLKTAHLLQIRGLADVNGGYPYSKALSAALSHNSSNNNNNNSSSNNSLSNNNNNNNNNAESSNHNKISSYLSPNQTSAACNNSSNSNSNNHSSSHNNSSSNNISGSLNSSLNSPFSAPQIPPPVTAS.... Result: 0 (no interaction).